From a dataset of Forward reaction prediction with 1.9M reactions from USPTO patents (1976-2016). Predict the product of the given reaction. (1) Given the reactants C[O:2][C:3]([C:5]1[CH:13]=[C:12]2[C:8]([C:9]([S:23][C:24]3[CH:29]=[CH:28][CH:27]=[CH:26][C:25]=3[N+:30]([O-:32])=[O:31])=[CH:10][N:11]2[CH2:14][C:15]2[CH:20]=[C:19]([F:21])[CH:18]=[C:17]([F:22])[CH:16]=2)=[CH:7][CH:6]=1)=[O:4].O[Li].O.Cl, predict the reaction product. The product is: [F:22][C:17]1[CH:16]=[C:15]([CH:20]=[C:19]([F:21])[CH:18]=1)[CH2:14][N:11]1[C:12]2[C:8](=[CH:7][CH:6]=[C:5]([C:3]([OH:4])=[O:2])[CH:13]=2)[C:9]([S:23][C:24]2[CH:29]=[CH:28][CH:27]=[CH:26][C:25]=2[N+:30]([O-:32])=[O:31])=[CH:10]1. (2) Given the reactants [NH2:1][C:2]1[S:7][CH2:6][C:5]2[CH:8]=[C:9]([O:12][C:13]([F:16])([F:15])[F:14])[CH:10]=[CH:11][C:4]=2[N:3]=1.[CH2:17]([N:20]([CH2:24][CH2:25][CH3:26])[C:21](=O)[CH3:22])[CH2:18][CH3:19], predict the reaction product. The product is: [CH2:17]([N:20]([CH2:24][CH2:25][CH3:26])[C:21](=[N:1][C:2]1[S:7][CH2:6][C:5]2[CH:8]=[C:9]([O:12][C:13]([F:16])([F:14])[F:15])[CH:10]=[CH:11][C:4]=2[N:3]=1)[CH3:22])[CH2:18][CH3:19].